This data is from Retrosynthesis with 50K atom-mapped reactions and 10 reaction types from USPTO. The task is: Predict the reactants needed to synthesize the given product. (1) Given the product O=S(=O)(Oc1cccc(OCCN2CCNCC2)c1)c1ccccc1Cl, predict the reactants needed to synthesize it. The reactants are: CC(C)(C)OC(=O)N1CCN(CCOc2cccc(OS(=O)(=O)c3ccccc3Cl)c2)CC1. (2) Given the product CCOC(=O)c1c(NC(=O)OC(C)(C)C)sc2ccccc12, predict the reactants needed to synthesize it. The reactants are: CC(C)(C)OC(=O)OC(=O)OC(C)(C)C.CCOC(=O)c1c(N)sc2ccccc12.